From a dataset of Forward reaction prediction with 1.9M reactions from USPTO patents (1976-2016). Predict the product of the given reaction. The product is: [Br:2][C:3]1[CH:4]=[C:5]2[C:9](=[CH:10][CH:11]=1)[N:8]([S:12]([C:15]1[CH:20]=[CH:19][CH:18]=[CH:17][CH:16]=1)(=[O:14])=[O:13])[C:7]([C:21]([O:23][CH2:24][CH3:25])=[O:22])=[C:6]2[S:26]([N:29]1[CH2:30][CH2:31][N:32]([S:50]([C:47]2[CH:46]=[CH:45][C:44]([O:43][CH3:42])=[CH:49][CH:48]=2)(=[O:52])=[O:51])[CH2:33][CH2:34]1)(=[O:27])=[O:28]. Given the reactants Cl.[Br:2][C:3]1[CH:4]=[C:5]2[C:9](=[CH:10][CH:11]=1)[N:8]([S:12]([C:15]1[CH:20]=[CH:19][CH:18]=[CH:17][CH:16]=1)(=[O:14])=[O:13])[C:7]([C:21]([O:23][CH2:24][CH3:25])=[O:22])=[C:6]2[S:26]([N:29]1[CH2:34][CH2:33][NH:32][CH2:31][CH2:30]1)(=[O:28])=[O:27].C(N(CC)CC)C.[CH3:42][O:43][C:44]1[CH:49]=[CH:48][C:47]([S:50](Cl)(=[O:52])=[O:51])=[CH:46][CH:45]=1, predict the reaction product.